From a dataset of Full USPTO retrosynthesis dataset with 1.9M reactions from patents (1976-2016). Predict the reactants needed to synthesize the given product. (1) Given the product [F:12][C:11]([F:14])([F:13])[C:8]1[N:7]=[CH:6][C:5]([CH:3]([S:2]([CH3:1])=[N:17][C:16]#[N:15])[CH3:4])=[CH:10][CH:9]=1, predict the reactants needed to synthesize it. The reactants are: [CH3:1][S:2][CH:3]([C:5]1[CH:6]=[N:7][C:8]([C:11]([F:14])([F:13])[F:12])=[CH:9][CH:10]=1)[CH3:4].[N:15]#[C:16][NH2:17].[O-]Cl.[Na+].S(S([O-])=O)([O-])(=O)=O.[Na+].[Na+].C(#N)C.[SH2]=N. (2) Given the product [F:16][C:10]1[CH:11]=[C:12]([O:25][C:21]2[CH:22]=[CH:23][CH:24]=[C:19]([F:18])[CH:20]=2)[CH:13]=[CH:14][C:9]=1[CH2:8][NH2:7], predict the reactants needed to synthesize it. The reactants are: C(OC(=O)[NH:7][CH2:8][C:9]1[CH:14]=[CH:13][C:12](Br)=[CH:11][C:10]=1[F:16])(C)(C)C.[F:18][C:19]1[CH:20]=[C:21]([OH:25])[CH:22]=[CH:23][CH:24]=1. (3) Given the product [F:34][CH:2]([F:1])[O:3][C:4]1[C:12]2[CH2:11][N:10]([C:14]3[CH:19]=[CH:18][C:17]([CH2:20][C:21]([OH:23])=[O:22])=[CH:16][C:15]=3[F:24])[C:9](=[O:25])[C:8]=2[C:7]([O:26][CH:27]([F:28])[F:29])=[C:6]2[CH:30]=[CH:31][CH:32]=[CH:33][C:5]=12, predict the reactants needed to synthesize it. The reactants are: [F:1][CH:2]([F:34])[O:3][C:4]1[C:12]2[C:11](=O)[N:10]([C:14]3[CH:19]=[CH:18][C:17]([CH2:20][C:21]([OH:23])=[O:22])=[CH:16][C:15]=3[F:24])[CH:9]([OH:25])[C:8]=2[C:7]([O:26][CH:27]([F:29])[F:28])=[C:6]2[CH:30]=[CH:31][CH:32]=[CH:33][C:5]=12.C([SiH](CC)CC)C. (4) Given the product [F:24][C:23]([F:26])([F:25])[C:20]1[CH:21]=[CH:22][C:17]([C@@H:14]2[NH:13][CH2:12][C:11]3[CH:10]=[CH:9][C:4]([C:5]([O:7][CH3:8])=[O:6])=[CH:3][C:2]=3[O:16][CH2:15]2)=[CH:18][CH:19]=1, predict the reactants needed to synthesize it. The reactants are: Br[C:2]1[CH:3]=[C:4]([CH:9]=[CH:10][C:11]=1[CH2:12][NH:13][C@@H:14]([C:17]1[CH:22]=[CH:21][C:20]([C:23]([F:26])([F:25])[F:24])=[CH:19][CH:18]=1)[CH2:15][OH:16])[C:5]([O:7][CH3:8])=[O:6].C([O-])([O-])=O.[K+].[K+]. (5) The reactants are: [Si:1]([O:8][C@H:9]([CH2:32][CH2:33][CH2:34][CH2:35][CH2:36][CH3:37])[CH2:10]/[CH:11]=[CH:12]\[CH2:13][CH2:14][CH2:15][CH2:16][CH2:17][CH2:18][CH2:19][C:20](=[O:31])[CH2:21][CH2:22][CH2:23][CH2:24][CH2:25][CH2:26][CH2:27][CH2:28][CH2:29][CH3:30])([C:4]([CH3:7])([CH3:6])[CH3:5])([CH3:3])[CH3:2].[BH4-].[Na+]. Given the product [Si:1]([O:8][C@H:9]([CH2:32][CH2:33][CH2:34][CH2:35][CH2:36][CH3:37])[CH2:10]/[CH:11]=[CH:12]\[CH2:13][CH2:14][CH2:15][CH2:16][CH2:17][CH2:18][CH2:19][CH:20]([OH:31])[CH2:21][CH2:22][CH2:23][CH2:24][CH2:25][CH2:26][CH2:27][CH2:28][CH2:29][CH3:30])([C:4]([CH3:7])([CH3:6])[CH3:5])([CH3:3])[CH3:2], predict the reactants needed to synthesize it. (6) Given the product [CH3:22][C:21]1[CH:20]=[CH:19][C:14]([C:15]([O:17][CH3:18])=[O:16])=[CH:13][C:12]=1[N:6]1[C:5](=[O:23])[C:4]2[C:9](=[CH:10][CH:11]=[C:2]([N:80]3[CH2:81][CH2:82][N:77]([CH3:76])[CH2:78][CH2:79]3)[CH:3]=2)[N:8]=[CH:7]1, predict the reactants needed to synthesize it. The reactants are: Br[C:2]1[CH:3]=[C:4]2[C:9](=[CH:10][CH:11]=1)[N:8]=[CH:7][N:6]([C:12]1[CH:13]=[C:14]([CH:19]=[CH:20][C:21]=1[CH3:22])[C:15]([O:17][CH3:18])=[O:16])[C:5]2=[O:23].C([O-])([O-])=O.[Cs+].[Cs+].C1(P(C2C=CC=CC=2)C2C=CC3C(=CC=CC=3)C=2C2C3C(=CC=CC=3)C=CC=2P(C2C=CC=CC=2)C2C=CC=CC=2)C=CC=CC=1.[CH3:76][N:77]1[CH2:82][CH2:81][NH:80][CH2:79][CH2:78]1. (7) Given the product [F:1][C:2]1[CH:8]=[CH:7][C:6]([F:9])=[CH:5][C:3]=1[NH:4][CH2:19][C:18]1[CH:21]=[CH:22][CH:23]=[C:16]([O:15][C:11]([F:10])([F:24])[CH:12]([F:13])[F:14])[CH:17]=1, predict the reactants needed to synthesize it. The reactants are: [F:1][C:2]1[CH:8]=[CH:7][C:6]([F:9])=[CH:5][C:3]=1[NH2:4].[F:10][C:11]([F:24])([O:15][C:16]1[CH:17]=[C:18]([CH:21]=[CH:22][CH:23]=1)[CH:19]=O)[CH:12]([F:14])[F:13]. (8) Given the product [CH3:11][C:4]1[CH:3]=[C:2]([N:14]2[CH:18]=[CH:17][N:16]=[CH:15]2)[CH:7]=[CH:6][C:5]=1[N+:8]([O-:10])=[O:9], predict the reactants needed to synthesize it. The reactants are: F[C:2]1[CH:7]=[CH:6][C:5]([N+:8]([O-:10])=[O:9])=[C:4]([CH3:11])[CH:3]=1.[OH-].[K+].[NH:14]1[CH:18]=[CH:17][N:16]=[CH:15]1. (9) Given the product [CH2:17]([N:8]1[C:9]2[C:14](=[CH:13][CH:12]=[CH:11][CH:10]=2)[C:15](=[O:16])[C:6]([C:4]([OH:5])=[O:3])=[CH:7]1)[C:18]1[CH:19]=[CH:20][CH:21]=[CH:22][CH:23]=1, predict the reactants needed to synthesize it. The reactants are: C([O:3][C:4]([C:6]1[C:15](=[O:16])[C:14]2[C:9](=[CH:10][CH:11]=[CH:12][CH:13]=2)[N:8]([CH2:17][C:18]2[CH:23]=[CH:22][CH:21]=[CH:20][CH:19]=2)[CH:7]=1)=[O:5])C.[OH-].[Na+].